From a dataset of Forward reaction prediction with 1.9M reactions from USPTO patents (1976-2016). Predict the product of the given reaction. (1) Given the reactants [Br:1][C:2]1[CH:11]=[CH:10][C:5]([C:6]([O:8]C)=O)=[C:4]([Cl:12])[CH:3]=1.C[Al](C)C.[F:17][C:18]([F:27])([F:26])[C:19]1[CH:24]=[CH:23][N:22]=[C:21]([NH2:25])[CH:20]=1, predict the reaction product. The product is: [Br:1][C:2]1[CH:11]=[CH:10][C:5]([C:6]([NH:25][C:21]2[CH:20]=[C:19]([C:18]([F:26])([F:17])[F:27])[CH:24]=[CH:23][N:22]=2)=[O:8])=[C:4]([Cl:12])[CH:3]=1. (2) Given the reactants Cl[C:2]1[C:14]2[C:13](=[O:15])[C:12]3[CH:11]=[N:10][CH:9]=[CH:8][C:7]=3[C:6]=2[C:5]2[CH:16]=[CH:17][C:18]([O:20][CH2:21][CH3:22])=[CH:19][C:4]=2[N:3]=1.[CH3:23][N:24]([CH3:28])[CH2:25][CH2:26][NH2:27], predict the reaction product. The product is: [CH3:23][N:24]([CH3:28])[CH2:25][CH2:26][NH:27][C:2]1[C:14]2[C:13](=[O:15])[C:12]3[CH:11]=[N:10][CH:9]=[CH:8][C:7]=3[C:6]=2[C:5]2[CH:16]=[CH:17][C:18]([O:20][CH2:21][CH3:22])=[CH:19][C:4]=2[N:3]=1. (3) Given the reactants Br[C:2]1[CH:7]=[C:6]([CH3:8])[C:5]([CH3:9])=[CH:4][C:3]=1Br.[NH2:11][C:12]1[CH:17]=[CH:16][CH:15]=[CH:14][CH:13]=1, predict the reaction product. The product is: [CH3:9][C:5]1[CH:4]=[C:3]([NH:11][C:12]2[CH:17]=[CH:16][CH:15]=[CH:14][CH:13]=2)[C:2]([NH:11][C:12]2[CH:17]=[CH:16][CH:15]=[CH:14][CH:13]=2)=[CH:7][C:6]=1[CH3:8]. (4) Given the reactants [CH3:1][CH:2]([C@H:4]([NH2:23])[C:5]([O:7][CH2:8][CH2:9][O:10][CH2:11][N:12]1[C:16]2[NH:17][C:18]([NH2:22])=[N:19][C:20](=[O:21])[C:15]=2[N:14]=[CH:13]1)=[O:6])[CH3:3].[C:24]([OH:33])(=[O:32])[CH:25]([CH:27]([C:29]([OH:31])=[O:30])[OH:28])[OH:26], predict the reaction product. The product is: [CH3:3][CH:2]([C@H:4]([NH2:23])[C:5]([O:7][CH2:8][CH2:9][O:10][CH2:11][N:12]1[C:16]2[NH:17][C:18]([NH2:22])=[N:19][C:20](=[O:21])[C:15]=2[N:14]=[CH:13]1)=[O:6])[CH3:1].[C:29]([CH:27]([CH:25]([C:24]([O-:33])=[O:32])[OH:26])[OH:28])([O-:31])=[O:30]. (5) Given the reactants C(O[BH-](OC(=O)C)OC(=O)C)(=O)C.[Na+].[NH2:15][CH:16]1[CH2:21][CH2:20][N:19]([C:22]([O:24][C:25]([CH3:28])([CH3:27])[CH3:26])=[O:23])[CH2:18][CH2:17]1.[Cl:29][C:30]1[N:31]=[CH:32][S:33][C:34]=1[CH:35]=O.C(O)(=O)C.[OH-].[Na+], predict the reaction product. The product is: [C:25]([O:24][C:22]([N:19]1[CH2:18][CH2:17][CH:16]([NH:15][CH2:35][C:34]2[S:33][CH:32]=[N:31][C:30]=2[Cl:29])[CH2:21][CH2:20]1)=[O:23])([CH3:28])([CH3:27])[CH3:26].